From a dataset of Forward reaction prediction with 1.9M reactions from USPTO patents (1976-2016). Predict the product of the given reaction. (1) Given the reactants [CH3:1][N:2]1[C:11]2[C:6](=[CH:7][CH:8]=[CH:9][CH:10]=2)[CH2:5][CH:4]([C:12](OCC)=[O:13])[C:3]1=O.[BH4-].[Li+], predict the reaction product. The product is: [OH:13][CH2:12][CH:4]1[CH2:5][C:6]2[C:11](=[CH:10][CH:9]=[CH:8][CH:7]=2)[N:2]([CH3:1])[CH2:3]1. (2) Given the reactants [F:1][C:2]1[C:7]([F:8])=[C:6]([NH:9][C:10]2[CH:15]=[CH:14][C:13]([I:16])=[CH:12][C:11]=2[F:17])[C:5]([NH2:18])=[CH:4][CH:3]=1.[CH3:19][S:20](Cl)(=[O:22])=[O:21], predict the reaction product. The product is: [F:8][C:7]1[C:6]([NH:9][C:10]2[CH:15]=[CH:14][C:13]([I:16])=[CH:12][C:11]=2[F:17])=[C:5]([NH:18][S:20]([CH3:19])(=[O:22])=[O:21])[CH:4]=[CH:3][C:2]=1[F:1]. (3) Given the reactants [NH2:1][C:2]1[C:3]([C:11]#[N:12])=[N:4][C:5]([CH2:9][Cl:10])=[CH:6][N+:7]=1[O-].P(Cl)(Cl)Cl, predict the reaction product. The product is: [NH2:1][C:2]1[C:3]([C:11]#[N:12])=[N:4][C:5]([CH2:9][Cl:10])=[CH:6][N:7]=1. (4) Given the reactants F[C:2](F)(F)[C:3]1[CH:4]=[C:5]([CH:8]=[CH:9][CH:10]=1)[CH:6]=O.[CH3:13][CH:14]([CH3:33])[CH:15]([C:27]1[CH:32]=[CH:31][CH:30]=[CH:29][CH:28]=1)[C:16]([NH:18][C@@H:19]1[C@@H:26]2[C@@H:22]([CH2:23][NH:24][CH2:25]2)[CH2:21][CH2:20]1)=[O:17].[CH:34]1(C(C2CCCCC2)C(N[C@@H]2[C@H]3[C@H](CNC3)CC2)=O)CCCCC1, predict the reaction product. The product is: [CH3:2][C:3]1[CH:10]=[CH:9][CH:8]=[C:5]([CH3:6])[C:4]=1[CH2:34][N:24]1[CH2:25][C@@H:26]2[C@@H:19]([NH:18][C:16](=[O:17])[CH:15]([C:27]3[CH:28]=[CH:29][CH:30]=[CH:31][CH:32]=3)[CH:14]([CH3:33])[CH3:13])[CH2:20][CH2:21][C@@H:22]2[CH2:23]1. (5) Given the reactants [CH3:1][C:2]1[C:6]2[C:7](=[O:18])[N:8]([CH2:11][CH2:12][N:13]3[CH2:17][CH2:16][CH2:15][CH2:14]3)[CH2:9][CH2:10][C:5]=2[NH:4][C:3]=1[CH:19]=O.[F:21][C:22]1[CH:23]=[C:24]2[C:28](=[CH:29][C:30]=1[NH:31][C:32](=[O:36])[C@@H:33]([OH:35])[CH3:34])[NH:27][C:26](=[O:37])[CH2:25]2, predict the reaction product. The product is: [F:21][C:22]1[CH:23]=[C:24]2[C:28](=[CH:29][C:30]=1[NH:31][C:32](=[O:36])[C@@H:33]([OH:35])[CH3:34])[NH:27][C:26](=[O:37])[C:25]2=[CH:19][C:3]1[NH:4][C:5]2[CH2:10][CH2:9][N:8]([CH2:11][CH2:12][N:13]3[CH2:14][CH2:15][CH2:16][CH2:17]3)[C:7](=[O:18])[C:6]=2[C:2]=1[CH3:1].